This data is from Forward reaction prediction with 1.9M reactions from USPTO patents (1976-2016). The task is: Predict the product of the given reaction. (1) Given the reactants [CH3:1][C:2]1[N:3]=[CH:4][C:5]([NH:8][C:9](=[O:30])[C:10]2[CH:15]=[C:14]([O:16][C@H:17]3[CH2:21][CH2:20][O:19][CH2:18]3)[CH:13]=[C:12]([O:22]CC3C=CC=CC=3)[CH:11]=2)=[N:6][CH:7]=1, predict the reaction product. The product is: [OH:22][C:12]1[CH:11]=[C:10]([CH:15]=[C:14]([O:16][C@H:17]2[CH2:21][CH2:20][O:19][CH2:18]2)[CH:13]=1)[C:9]([NH:8][C:5]1[CH:4]=[N:3][C:2]([CH3:1])=[CH:7][N:6]=1)=[O:30]. (2) The product is: [Si:1]([O:18][CH2:19][C:20]1[C:25]([N:26]2[CH2:31][C@H:30]([CH3:32])[O:29][C@H:28]([CH3:33])[CH2:27]2)=[C:24]([F:34])[C:23]([F:35])=[C:22]([C:39]([C:41]2[N:42]=[N:43][CH:44]=[CH:45][CH:46]=2)=[O:40])[CH:21]=1)([C:14]([CH3:16])([CH3:17])[CH3:15])([C:2]1[CH:7]=[CH:6][CH:5]=[CH:4][CH:3]=1)[C:8]1[CH:13]=[CH:12][CH:11]=[CH:10][CH:9]=1. Given the reactants [Si:1]([O:18][CH2:19][C:20]1[C:25]([N:26]2[CH2:31][C@H:30]([CH3:32])[O:29][C@H:28]([CH3:33])[CH2:27]2)=[C:24]([F:34])[C:23]([F:35])=[CH:22][CH:21]=1)([C:14]([CH3:17])([CH3:16])[CH3:15])([C:8]1[CH:13]=[CH:12][CH:11]=[CH:10][CH:9]=1)[C:2]1[CH:7]=[CH:6][CH:5]=[CH:4][CH:3]=1.CON(C)[C:39]([C:41]1[N:42]=[N:43][CH:44]=[CH:45][CH:46]=1)=[O:40], predict the reaction product. (3) Given the reactants [C:1]([O:5][C:6]([N:8]1[CH2:13][CH2:12][CH:11]([C:14]2[NH:15][CH:16]=[C:17]([C:19]3[CH:24]=[CH:23][C:22]([F:25])=[C:21]([C:26]([F:29])([F:28])[F:27])[CH:20]=3)[N:18]=2)[CH2:10][CH2:9]1)=[O:7])([CH3:4])([CH3:3])[CH3:2].[H-].[Na+].[CH2:32]([O:39][C:40]([N:42]1[CH2:46][CH2:45][CH2:44][CH:43]1[CH2:47]OS(C1C=CC(C)=CC=1)(=O)=O)=[O:41])[C:33]1[CH:38]=[CH:37][CH:36]=[CH:35][CH:34]=1, predict the reaction product. The product is: [C:1]([O:5][C:6]([N:8]1[CH2:13][CH2:12][CH:11]([C:14]2[N:15]([CH2:47][CH:43]3[CH2:44][CH2:45][CH2:46][N:42]3[C:40]([O:39][CH2:32][C:33]3[CH:38]=[CH:37][CH:36]=[CH:35][CH:34]=3)=[O:41])[CH:16]=[C:17]([C:19]3[CH:24]=[CH:23][C:22]([F:25])=[C:21]([C:26]([F:27])([F:28])[F:29])[CH:20]=3)[N:18]=2)[CH2:10][CH2:9]1)=[O:7])([CH3:4])([CH3:2])[CH3:3]. (4) Given the reactants Br[CH2:2][C:3]([O:5][CH2:6][CH3:7])=[O:4].[CH3:8][C:9]1[C:13]([C:14]2[NH:18][C:17]3[CH:19]=[C:20]([CH2:23][C:24]([O:26][CH2:27][C:28]4[CH:33]=[CH:32][CH:31]=[CH:30][CH:29]=4)=[O:25])[CH:21]=[CH:22][C:16]=3[N:15]=2)=[C:12]([CH3:34])[O:11][N:10]=1.C(N(CC)CC)C, predict the reaction product. The product is: [CH3:8][C:9]1[C:13]([C:14]2[N:18]([CH2:2][C:3]([O:5][CH2:6][CH3:7])=[O:4])[C:17]3[CH:19]=[C:20]([CH2:23][C:24]([O:26][CH2:27][C:28]4[CH:33]=[CH:32][CH:31]=[CH:30][CH:29]=4)=[O:25])[CH:21]=[CH:22][C:16]=3[N:15]=2)=[C:12]([CH3:34])[O:11][N:10]=1.[CH3:8][C:9]1[C:13]([C:14]2[N:15]([CH2:2][C:3]([O:5][CH2:6][CH3:7])=[O:4])[C:16]3[CH:22]=[CH:21][C:20]([CH2:23][C:24]([O:26][CH2:27][C:28]4[CH:33]=[CH:32][CH:31]=[CH:30][CH:29]=4)=[O:25])=[CH:19][C:17]=3[N:18]=2)=[C:12]([CH3:34])[O:11][N:10]=1. (5) The product is: [Cl:12][C:13]1[CH:21]=[CH:20][CH:19]=[CH:18][C:14]=1[C:15]1[N:6]=[C:4]([N:25]2[CH2:24][CH2:23][N:22]([C:28]([O:30][CH2:31][CH3:32])=[O:29])[CH2:27][CH2:26]2)[C:3]2[C:2](=[CH:10][CH:9]=[C:8]([F:11])[CH:7]=2)[N:1]=1. Given the reactants [NH2:1][C:2]1[CH:10]=[CH:9][C:8]([F:11])=[CH:7][C:3]=1[C:4]([NH2:6])=O.[Cl:12][C:13]1[CH:21]=[CH:20][CH:19]=[CH:18][C:14]=1[C:15](Cl)=O.[N:22]1([C:28]([O:30][CH2:31][CH3:32])=[O:29])[CH2:27][CH2:26][NH:25][CH2:24][CH2:23]1, predict the reaction product.